From a dataset of Catalyst prediction with 721,799 reactions and 888 catalyst types from USPTO. Predict which catalyst facilitates the given reaction. (1) Reactant: [NH2:1][C:2]1[CH:11]=[CH:10][C:5]([C:6]([O:8][CH3:9])=[O:7])=[CH:4][C:3]=1[OH:12].[C:13]([S-])(=[S:17])OCC.[K+]. Product: [S:17]=[C:13]1[NH:1][C:2]2[CH:11]=[CH:10][C:5]([C:6]([O:8][CH3:9])=[O:7])=[CH:4][C:3]=2[O:12]1. The catalyst class is: 17. (2) Reactant: [CH3:1][C:2]([CH3:39])([CH3:38])[C:3](=[O:37])[CH2:4][CH2:5][C:6]1[CH:11]=[CH:10][C:9]([C:12]([C:17]2[O:18][C:19]3[CH:25]=[CH:24][C:23]([C:26]([N:28]([CH2:30][C:31]([OH:33])=[O:32])[CH3:29])=[O:27])=[CH:22][C:20]=3[CH:21]=2)([CH2:15][CH3:16])[CH2:13][CH3:14])=[CH:8][C:7]=1[CH:34]([CH3:36])[CH3:35].[BH4-].[Na+]. Product: [CH2:13]([C:12]([C:17]1[O:18][C:19]2[CH:25]=[CH:24][C:23]([C:26]([N:28]([CH2:30][C:31]([OH:33])=[O:32])[CH3:29])=[O:27])=[CH:22][C:20]=2[CH:21]=1)([C:9]1[CH:10]=[CH:11][C:6]([CH2:5][CH2:4][CH:3]([OH:37])[C:2]([CH3:39])([CH3:1])[CH3:38])=[C:7]([CH:34]([CH3:35])[CH3:36])[CH:8]=1)[CH2:15][CH3:16])[CH3:14]. The catalyst class is: 1. (3) Reactant: [NH2:1][CH:2]([CH2:12][C:13]1[CH:18]=[CH:17][C:16]([C:19]([F:22])([F:21])[F:20])=[CH:15][CH:14]=1)[CH:3]([C:5]1[CH:10]=[CH:9][CH:8]=[C:7]([F:11])[CH:6]=1)[OH:4].[C:23]1([CH2:29][CH2:30][C:31](Cl)=[O:32])[CH:28]=[CH:27][CH:26]=[CH:25][CH:24]=1.C(=O)([O-])O.[Na+]. Product: [F:11][C:7]1[CH:6]=[C:5]([CH:3]([OH:4])[CH:2]([NH:1][C:31](=[O:32])[CH2:30][CH2:29][C:23]2[CH:28]=[CH:27][CH:26]=[CH:25][CH:24]=2)[CH2:12][C:13]2[CH:14]=[CH:15][C:16]([C:19]([F:22])([F:20])[F:21])=[CH:17][CH:18]=2)[CH:10]=[CH:9][CH:8]=1. The catalyst class is: 84. (4) Reactant: C([N:8]1[CH2:13][CH2:12][CH:11]([N:14]2[CH2:23][C:22]3[C:17](=[CH:18][CH:19]=[CH:20][C:21]=3[Cl:24])[NH:16][C:15]2=[O:25])[CH2:10][CH2:9]1)C1C=CC=CC=1.[H][H]. Product: [Cl:24][C:21]1[CH:20]=[CH:19][CH:18]=[C:17]2[C:22]=1[CH2:23][N:14]([CH:11]1[CH2:12][CH2:13][NH:8][CH2:9][CH2:10]1)[C:15](=[O:25])[NH:16]2. The catalyst class is: 181.